The task is: Predict the product of the given reaction.. This data is from Forward reaction prediction with 1.9M reactions from USPTO patents (1976-2016). Given the reactants [C:1]([O:5][C:6]([N:8]1[CH2:13][CH2:12][N:11]2[C:14]([C:17]([F:20])([F:19])[F:18])=[N:15][N:16]=[C:10]2[CH2:9]1)=[O:7])([CH3:4])([CH3:3])[CH3:2].[CH3:21]I, predict the reaction product. The product is: [C:1]([O:5][C:6]([N:8]1[CH2:13][CH2:12][N:11]2[C:14]([C:17]([F:18])([F:19])[F:20])=[N:15][N:16]=[C:10]2[CH:9]1[CH3:21])=[O:7])([CH3:4])([CH3:2])[CH3:3].